From a dataset of Experimentally validated miRNA-target interactions with 360,000+ pairs, plus equal number of negative samples. Binary Classification. Given a miRNA mature sequence and a target amino acid sequence, predict their likelihood of interaction. (1) The miRNA is hsa-miR-146b-3p with sequence GCCCUGUGGACUCAGUUCUGGU. The protein sequence of the target gene is MSRWLWPWSNCVKERVCRYLLHHYLGHFFQEHLSLDQLSLDLYKGSVALRDIHLEIWSVNEVLESMESPLELVEGFVGSIEVAVPWAALLTDHCTVRVSGLQLTLQPRRGPAPGAADSQSWASCMTTSLQLAQECLRDGLPEPSEPPQPLEGLEMFAQTIETVLRRIKVTFLDTVVRVEHSPGDGERGVAVEVRVQRLEYCDEAVRDPSQAPPVDVHQPPAFLHKLLQLAGVRLHYEELPAQEEPPEPPLQIGSCSGYMELMVKLKQNEAFPGPKLEVAGQLGSLHLLLTPRQLQQLQEL.... Result: 1 (interaction). (2) The miRNA is hsa-miR-6510-5p with sequence CAGCAGGGGAGAGAGAGGAGUC. The protein sequence of the target gene is MNILAPVRRDRVLAELPQCLRKEAALHGHKDFHPRVTCACQEHRTGTVGFKISKVIVVGDLSVGKTCLINRFCKDTFDKNYKATIGVDFEMERFEVLGIPFSLQLWDTAGQERFKCIASTYYRGAQAIIIVFNLNDVASLEHTKQWLADALKENDPSSVLLFLVGSKKDLSTPAQYALMEKDALQVAQEMKAEYWAVSSLTGENVREFFFRVAALTFEANVLAELEKSGARRIGDVVRINSDDSNLYLTASKKKPTCCP. Result: 0 (no interaction). (3) Result: 0 (no interaction). The protein sequence of the target gene is MAIQFRSLFPLALPGMLALLGWWWFFSRKKGHVSSHDEQQVEAGAVQLRADPAIKEPLPVEDVCPKVVSTPPSVTEPPEKELSTVSKLPAEPPALLQTHPPCRRSESSGILPNTTDMRLRPGTRRDDSTKLELALTGGEAKSIPLECPLSSPKGVLFSSKSAEVCKQDSPFSRVPRKVQPGYPVVPAEKRSSGERARETGGAEGTGDAVLGEKVLEEALLSREHVLELENSKGPSLASLEGEEDKGKSSSSQVVGPVQEEEYVAEKLPSRFIESAHTELAKDDAAPAPPVADAKAQDRGV.... The miRNA is hsa-miR-9-5p with sequence UCUUUGGUUAUCUAGCUGUAUGA.